This data is from Acute oral toxicity (LD50) regression data from Zhu et al.. The task is: Regression/Classification. Given a drug SMILES string, predict its toxicity properties. Task type varies by dataset: regression for continuous values (e.g., LD50, hERG inhibition percentage) or binary classification for toxic/non-toxic outcomes (e.g., AMES mutagenicity, cardiotoxicity, hepatotoxicity). Dataset: ld50_zhu. (1) The compound is C=C(C)C(=O)OCCN(CC)CC. The rat oral LD50 is 1.60, given as -log10 of the dose in mol/kg body weight (higher means more acutely toxic). (2) The compound is CCN(CC)CCOc1ccc(C(O)(Cc2ccc(Cl)cc2)c2ccc(C)cc2)cc1. The rat oral LD50 is 2.34, given as -log10 of the dose in mol/kg body weight (higher means more acutely toxic).